Task: Predict the reactants needed to synthesize the given product.. Dataset: Full USPTO retrosynthesis dataset with 1.9M reactions from patents (1976-2016) (1) Given the product [CH3:14][N:12]([CH2:11][C:5]1[N:4]([C:15]2[CH:16]=[CH:17][C:18]([N+:21]([O-:23])=[O:22])=[CH:19][CH:20]=2)[N:3]=[C:2]([NH:1][C:32]([NH:43][C:44]2[N:45]=[N:46][C:47]([O:50][CH3:51])=[CH:48][CH:49]=2)=[O:34])[C:6]=1[C:7]([O:9][CH3:10])=[O:8])[CH3:13], predict the reactants needed to synthesize it. The reactants are: [NH2:1][C:2]1[C:6]([C:7]([O:9][CH3:10])=[O:8])=[C:5]([CH2:11][N:12]([CH3:14])[CH3:13])[N:4]([C:15]2[CH:20]=[CH:19][C:18]([N+:21]([O-:23])=[O:22])=[CH:17][CH:16]=2)[N:3]=1.C(N(CC)CC)C.Cl[C:32](Cl)([O:34]C(=O)OC(Cl)(Cl)Cl)Cl.[NH2:43][C:44]1[N:45]=[N:46][C:47]([O:50][CH3:51])=[CH:48][CH:49]=1. (2) Given the product [C@@H:3]12[O:15][C@@H:13]1[CH2:14][CH2:9][C@H:5]([C:6]([O:7][CH2:8][CH3:2])=[O:10])[CH2:4]2, predict the reactants needed to synthesize it. The reactants are: I[C@@H:2]1[C@@H:8]2[CH2:9][C@@H:5]([C:6](=[O:10])[O:7]2)[CH2:4][CH2:3]1.[OH-].[Na+].[CH2:13]([OH:15])[CH3:14]. (3) Given the product [C:9]([CH:8]([C:4]1[CH:5]=[CH:6][CH:7]=[C:2]([F:1])[CH:3]=1)[CH:21]([C:18]1[CH:17]=[CH:16][C:15]([F:14])=[CH:20][CH:19]=1)[CH2:22][C:23]([O:25][CH3:26])=[O:24])#[N:10], predict the reactants needed to synthesize it. The reactants are: [F:1][C:2]1[CH:3]=[C:4]([CH2:8][C:9]#[N:10])[CH:5]=[CH:6][CH:7]=1.C[O-].[Na+].[F:14][C:15]1[CH:20]=[CH:19][C:18]([CH:21]=[CH:22][C:23]([O:25][CH3:26])=[O:24])=[CH:17][CH:16]=1.C(CC(C1C=CC(F)=CC=1)C(C1C=CC=C(F)C=1)C(OC)=O)#N. (4) Given the product [Cl:1][C:2]1[CH:3]=[C:4]([N:10]2[CH:18]([CH:19]3[CH2:20][CH2:21][CH2:22][CH2:23]3)[CH:17]3[C:12]([C:13]4[CH:27]=[CH:26][C:25]([C:28]([O:30][CH2:32][C:31]([O:35][CH2:36][C:37]5[CH:42]=[CH:41][CH:40]=[CH:39][CH:38]=5)=[O:34])=[O:29])=[CH:24][C:14]=4[CH2:15][CH2:16]3)=[N:11]2)[CH:5]=[CH:6][C:7]=1[C:8]#[N:9], predict the reactants needed to synthesize it. The reactants are: [Cl:1][C:2]1[CH:3]=[C:4]([N:10]2[CH:18]([CH:19]3[CH2:23][CH2:22][CH2:21][CH2:20]3)[CH:17]3[C:12]([C:13]4[CH:27]=[CH:26][C:25]([C:28]([OH:30])=[O:29])=[CH:24][C:14]=4[CH2:15][CH2:16]3)=[N:11]2)[CH:5]=[CH:6][C:7]=1[C:8]#[N:9].[C:31]([O:35][CH2:36][C:37]1[CH:42]=[CH:41][CH:40]=[CH:39][CH:38]=1)(=[O:34])[CH2:32]O. (5) Given the product [NH2:2][CH2:1][C:3]1[CH:4]=[C:5]([S:9]([N:12]([CH2:21][C:22]2[CH:27]=[C:26]([Cl:28])[CH:25]=[C:24]([Cl:29])[CH:23]=2)[CH2:13][C:14]2[CH:15]=[CH:16][C:17]([F:20])=[CH:18][CH:19]=2)(=[O:11])=[O:10])[CH:6]=[CH:7][CH:8]=1, predict the reactants needed to synthesize it. The reactants are: [C:1]([C:3]1[CH:4]=[C:5]([S:9]([N:12]([CH2:21][C:22]2[CH:27]=[C:26]([Cl:28])[CH:25]=[C:24]([Cl:29])[CH:23]=2)[CH2:13][C:14]2[CH:19]=[CH:18][C:17]([F:20])=[CH:16][CH:15]=2)(=[O:11])=[O:10])[CH:6]=[CH:7][CH:8]=1)#[N:2].B.